This data is from Forward reaction prediction with 1.9M reactions from USPTO patents (1976-2016). The task is: Predict the product of the given reaction. (1) Given the reactants C([O:3][C:4](=O)[C:5]([CH3:30])([CH3:29])[CH2:6][C:7]1[CH:12]=[CH:11][CH:10]=[C:9]([O:13][C:14]2[CH:19]=[CH:18][CH:17]=[C:16]([CH2:20][C:21]([C:24](OCC)=[O:25])([CH3:23])[CH3:22])[CH:15]=2)[CH:8]=1)C.BrN1C(=O)CCC1=O.C(OOC(=O)C1C=CC=CC=1)(=O)C1C=CC=CC=1.C([N-]C(C)C)(C)C.[Li+].C(OCC)(=O)C(C)C.[H-].[Al+3].[Li+].[H-].[H-].[H-].C(OCC)C.OS(O)(=O)=O, predict the reaction product. The product is: [OH:25][CH2:24][C:21]([CH3:23])([CH3:22])[CH2:20][C:16]1[CH:15]=[C:14]([CH:19]=[CH:18][CH:17]=1)[O:13][C:9]1[CH:8]=[C:7]([CH2:6][C:5]([CH3:30])([CH3:29])[CH2:4][OH:3])[CH:12]=[CH:11][CH:10]=1. (2) Given the reactants [F:1][C:2]([F:17])([F:16])[C:3]1[C:4]2[CH2:15][O:14][CH2:13][CH2:12][C:5]=2[N:6]([CH2:8][C:9]([OH:11])=O)[N:7]=1.O[N:19]=[C:20]([C:22]1[CH:23]=[N:24][N:25]2[C:30]([C:31]([F:34])([F:33])[F:32])=[CH:29][C:28]([CH3:35])=[N:27][C:26]=12)[NH2:21], predict the reaction product. The product is: [CH3:35][C:28]1[CH:29]=[C:30]([C:31]([F:33])([F:32])[F:34])[N:25]2[N:24]=[CH:23][C:22]([C:20]3[N:21]=[C:9]([CH2:8][N:6]4[C:5]5[CH2:12][CH2:13][O:14][CH2:15][C:4]=5[C:3]([C:2]([F:1])([F:17])[F:16])=[N:7]4)[O:11][N:19]=3)=[C:26]2[N:27]=1. (3) Given the reactants [F:1][C:2]([F:31])([F:30])[C:3]1[CH:8]=[CH:7][CH:6]=[CH:5][C:4]=1[C:9]1[CH:10]=[N:11][C:12]2[C:17]([C:18]=1[C:19]1[CH:20]=[C:21]([NH2:25])[CH:22]=[CH:23][CH:24]=1)=[CH:16][CH:15]=[CH:14][C:13]=2[C:26]([F:29])([F:28])[F:27].[Cl:32][C:33]1[CH:38]=[CH:37][CH:36]=[CH:35][C:34]=1[N:39]=[C:40]=[O:41], predict the reaction product. The product is: [Cl:32][C:33]1[CH:38]=[CH:37][CH:36]=[CH:35][C:34]=1[NH:39][C:40]([NH:25][C:21]1[CH:22]=[CH:23][CH:24]=[C:19]([C:18]2[C:17]3[C:12](=[C:13]([C:26]([F:27])([F:28])[F:29])[CH:14]=[CH:15][CH:16]=3)[N:11]=[CH:10][C:9]=2[C:4]2[CH:5]=[CH:6][CH:7]=[CH:8][C:3]=2[C:2]([F:30])([F:1])[F:31])[CH:20]=1)=[O:41].